Task: Predict the reactants needed to synthesize the given product.. Dataset: Full USPTO retrosynthesis dataset with 1.9M reactions from patents (1976-2016) (1) Given the product [O:1]=[C:2]([CH3:40])[S:3][CH2:4][CH2:5][CH2:6][CH2:7][CH2:8][CH2:9][CH2:10][CH2:11][CH2:12][CH2:13][CH2:14][O:15][CH2:16][CH2:17][O:18][CH2:19][CH2:20][O:21][CH2:22][CH2:23][O:24][C:25]1[CH:39]=[CH:38][C:28]([O:29][CH2:30][C:31]([OH:33])=[O:32])=[CH:27][CH:26]=1, predict the reactants needed to synthesize it. The reactants are: [O:1]=[C:2]([CH3:40])[S:3][CH2:4][CH2:5][CH2:6][CH2:7][CH2:8][CH2:9][CH2:10][CH2:11][CH2:12][CH2:13][CH2:14][O:15][CH2:16][CH2:17][O:18][CH2:19][CH2:20][O:21][CH2:22][CH2:23][O:24][C:25]1[CH:39]=[CH:38][C:28]([O:29][CH2:30][C:31]([O:33]C(C)(C)C)=[O:32])=[CH:27][CH:26]=1. (2) The reactants are: [CH2:1]([O:8][C:9]1[CH:18]=[CH:17][CH:16]=[C:15]2[C:10]=1[CH2:11][CH2:12][CH2:13][CH:14]2[C:19](O)=[O:20])[C:2]1[CH:7]=[CH:6][CH:5]=[CH:4][CH:3]=1.[CH2:22]([C:24]1[S:28][C:27]([CH2:29][NH:30][C:31]2[CH:36]=[CH:35][C:34]([CH:37]([CH3:39])[CH3:38])=[CH:33][CH:32]=2)=[CH:26][CH:25]=1)[CH3:23]. Given the product [CH2:1]([O:8][C:9]1[CH:18]=[CH:17][CH:16]=[C:15]2[C:10]=1[CH2:11][CH2:12][CH2:13][CH:14]2[C:19]([N:30]([CH2:29][C:27]1[S:28][C:24]([CH2:22][CH3:23])=[CH:25][CH:26]=1)[C:31]1[CH:32]=[CH:33][C:34]([CH:37]([CH3:38])[CH3:39])=[CH:35][CH:36]=1)=[O:20])[C:2]1[CH:3]=[CH:4][CH:5]=[CH:6][CH:7]=1, predict the reactants needed to synthesize it. (3) Given the product [C:1]([O:5][C:6]([N:8]1[CH2:13][CH2:12][N:11]([C:14]2[N:19]=[C:18]([C:38]3[CH:29]=[CH:30][C:31]4[C:32]([CH3:42])([CH3:41])[CH2:33][CH2:34][C:35]([CH3:40])([CH3:39])[C:36]=4[CH:37]=3)[N:17]=[CH:16][N:15]=2)[CH2:10][CH2:9]1)=[O:7])([CH3:4])([CH3:3])[CH3:2], predict the reactants needed to synthesize it. The reactants are: [C:1]([O:5][C:6]([N:8]1[CH2:13][CH2:12][N:11]([C:14]2[N:19]=[C:18](Cl)[N:17]=[CH:16][N:15]=2)[CH2:10][CH2:9]1)=[O:7])([CH3:4])([CH3:3])[CH3:2].CC1(C)C(C)(C)OB([C:29]2[CH:38]=[CH:37][C:36]3[C:35]([CH3:40])([CH3:39])[CH2:34][CH2:33][C:32]([CH3:42])([CH3:41])[C:31]=3[CH:30]=2)O1. (4) Given the product [Cl:1][C:2]1[S:6][C:5]([C:7]([NH:9][CH2:10][C:11]2[N:12]=[N:13][N:14]([C:16]3[CH:21]=[CH:20][C:19]([N:22]4[CH:27]=[CH:26][CH:25]=[CH:24][C:23]4=[O:28])=[CH:18][C:17]=3[C:29]3[CH:34]=[CH:33][N:32]=[C:31]([N:37]([CH3:38])[CH3:36])[CH:30]=3)[CH:15]=2)=[O:8])=[CH:4][CH:3]=1, predict the reactants needed to synthesize it. The reactants are: [Cl:1][C:2]1[S:6][C:5]([C:7]([NH:9][CH2:10][C:11]2[N:12]=[N:13][N:14]([C:16]3[CH:21]=[CH:20][C:19]([N:22]4[CH:27]=[CH:26][CH:25]=[CH:24][C:23]4=[O:28])=[CH:18][C:17]=3[C:29]3[CH:34]=[CH:33][N:32]=[C:31](F)[CH:30]=3)[CH:15]=2)=[O:8])=[CH:4][CH:3]=1.[CH3:36][NH:37][CH3:38]. (5) Given the product [Cl:7][C:8]1[CH:13]=[C:12]([O:18][C:19]2[CH:23]=[C:22]([CH3:24])[NH:21][N:20]=2)[CH:11]=[CH:10][C:9]=1[N+:15]([O-:17])=[O:16], predict the reactants needed to synthesize it. The reactants are: C(=O)([O-])[O-].[K+].[K+].[Cl:7][C:8]1[CH:13]=[C:12](Cl)[CH:11]=[CH:10][C:9]=1[N+:15]([O-:17])=[O:16].[OH:18][C:19]1[CH:23]=[C:22]([CH3:24])[NH:21][N:20]=1.Cl. (6) Given the product [ClH:28].[C:1]([C:3]1[CH:4]=[C:5]([C:16]2[S:17][C:18]3[N:19]=[CH:20][N:21]=[CH:22][C:23]=3[N:24]=2)[CH:6]=[CH:7][C:8]=1[O:9][C:10]1[CH:11]=[N:12][CH:13]=[CH:14][CH:15]=1)#[N:2], predict the reactants needed to synthesize it. The reactants are: [C:1]([C:3]1[CH:4]=[C:5]([C:16]2[S:17][C:18]3[N:19]=[CH:20][N:21]=[CH:22][C:23]=3[N:24]=2)[CH:6]=[CH:7][C:8]=1[O:9][C:10]1[CH:11]=[N:12][CH:13]=[CH:14][CH:15]=1)#[N:2].CO.C(Cl)(Cl)[Cl:28]. (7) Given the product [CH2:20]([C:23]1[CH:28]=[CH:27][C:26]([O:4][C:1](=[O:3])[N:10]([CH3:11])[C@H:9]2[CH2:8][NH:7][C:6]2=[O:5])=[CH:25][CH:24]=1)[CH2:21][CH3:22], predict the reactants needed to synthesize it. The reactants are: [C:1]([O-:4])(=[O:3])C.[O:5]=[C:6]1[C@@H:9]([NH3+:10])[CH2:8][NH:7]1.[CH3:11]CN(C(C)C)C(C)C.[CH2:20]([C:23]1[CH:28]=[CH:27][C:26](C2C=CN(C([O-])=O)C(=O)C=2C)=[CH:25][CH:24]=1)[CH2:21][CH3:22].